Dataset: Peptide-MHC class II binding affinity with 134,281 pairs from IEDB. Task: Regression. Given a peptide amino acid sequence and an MHC pseudo amino acid sequence, predict their binding affinity value. This is MHC class II binding data. (1) The peptide sequence is LAECARRRLRTLVLA. The MHC is DRB1_1101 with pseudo-sequence DRB1_1101. The binding affinity (normalized) is 0.808. (2) The peptide sequence is EEPDDIDCWCYGVEN. The MHC is DRB4_0103 with pseudo-sequence DRB4_0103. The binding affinity (normalized) is 0.291. (3) The peptide sequence is TRRFLPQILAECARRHHHHHH. The MHC is DRB3_0101 with pseudo-sequence DRB3_0101. The binding affinity (normalized) is 0.513. (4) The peptide sequence is CDMLRLIDYNKAALS. The MHC is DRB1_1101 with pseudo-sequence DRB1_1101. The binding affinity (normalized) is 0.609. (5) The peptide sequence is YAVSFNYFVCNLLQE. The MHC is DRB1_1201 with pseudo-sequence DRB1_1201. The binding affinity (normalized) is 0.211. (6) The peptide sequence is DLIFLARSALILRGS. The MHC is DRB1_0701 with pseudo-sequence DRB1_0701. The binding affinity (normalized) is 0.763. (7) The peptide sequence is QRALRKNKRGEEDLN. The MHC is DRB1_0101 with pseudo-sequence DRB1_0101. The binding affinity (normalized) is 0.0387. (8) The peptide sequence is AIVYYSMYGHIKKMA. The MHC is HLA-DQA10104-DQB10503 with pseudo-sequence HLA-DQA10104-DQB10503. The binding affinity (normalized) is 0.315. (9) The peptide sequence is YDKFLARVSTVLTGK. The MHC is DRB1_1001 with pseudo-sequence DRB1_1001. The binding affinity (normalized) is 0.813. (10) The peptide sequence is LKDEAYFAANAAAQA. The MHC is HLA-DQA10301-DQB10302 with pseudo-sequence HLA-DQA10301-DQB10302. The binding affinity (normalized) is 0.495.